Dataset: Forward reaction prediction with 1.9M reactions from USPTO patents (1976-2016). Task: Predict the product of the given reaction. (1) Given the reactants [Cl:1][C:2]1[CH:7]=[CH:6][CH:5]=[C:4]([F:8])[C:3]=1[C:9]1[N:10](C(OC(C)(C)C)=O)[C:11]2[C:16]([CH:17]=1)=[CH:15][C:14]([C:18]1[N:22]([CH3:23])[N:21]=[C:20]([C:24]3[CH:25]=[N:26][CH:27]=[N:28][CH:29]=3)[N:19]=1)=[CH:13][CH:12]=2.C(O)(C(F)(F)F)=O, predict the reaction product. The product is: [Cl:1][C:2]1[CH:7]=[CH:6][CH:5]=[C:4]([F:8])[C:3]=1[C:9]1[NH:10][C:11]2[C:16]([CH:17]=1)=[CH:15][C:14]([C:18]1[N:22]([CH3:23])[N:21]=[C:20]([C:24]3[CH:29]=[N:28][CH:27]=[N:26][CH:25]=3)[N:19]=1)=[CH:13][CH:12]=2. (2) Given the reactants Br[C:2]1[C:3]([F:25])=[CH:4][C:5]2[O:11][CH2:10][CH2:9][N:8]3[C:12]([CH2:18][N:19]4[CH2:23][CH2:22][CH2:21][CH2:20]4)=[C:13]([C:15]([NH2:17])=[O:16])[N:14]=[C:7]3[C:6]=2[CH:24]=1.[CH3:26][C:27]1[O:31][N:30]=[C:29]([C@:32]([OH:36])([C:34]#[CH:35])[CH3:33])[N:28]=1, predict the reaction product. The product is: [F:25][C:3]1[C:2]([C:35]#[C:34][C@@:32]([OH:36])([C:29]2[N:28]=[C:27]([CH3:26])[O:31][N:30]=2)[CH3:33])=[CH:24][C:6]2[C:7]3[N:8]([C:12]([CH2:18][N:19]4[CH2:23][CH2:22][CH2:21][CH2:20]4)=[C:13]([C:15]([NH2:17])=[O:16])[N:14]=3)[CH2:9][CH2:10][O:11][C:5]=2[CH:4]=1. (3) Given the reactants [NH2:1][C:2]1[CH:7]=[CH:6][CH:5]=[CH:4][C:3]=1[CH:8]1[CH2:17][C:16]([CH3:19])([CH3:18])[C:15]2[C:10](=[CH:11][CH:12]=[C:13]([C:20]#[N:21])[CH:14]=2)[NH:9]1.N1C=CC=CC=1.[CH3:28][S:29](Cl)(=[O:31])=[O:30], predict the reaction product. The product is: [C:20]([C:13]1[CH:14]=[C:15]2[C:10](=[CH:11][CH:12]=1)[NH:9][CH:8]([C:3]1[CH:4]=[CH:5][CH:6]=[CH:7][C:2]=1[NH:1][S:29]([CH3:28])(=[O:31])=[O:30])[CH2:17][C:16]2([CH3:18])[CH3:19])#[N:21]. (4) Given the reactants [CH2:1]([C:3]1[C:11]2[C:6](=[CH:7][CH:8]=[CH:9][C:10]=2[NH:12][C:13]([C:15]2[N:19]3[CH:20]=[CH:21][C:22]([C:24]([NH:26][NH2:27])=[O:25])=[CH:23][C:18]3=[N:17][CH:16]=2)=[O:14])[N:5]([CH2:28][C:29]2[CH:34]=[CH:33][CH:32]=[C:31]([CH3:35])[N:30]=2)[N:4]=1)[CH3:2].[CH3:36]OC(OC)OC, predict the reaction product. The product is: [CH2:1]([C:3]1[C:11]2[C:6](=[CH:7][CH:8]=[CH:9][C:10]=2[NH:12][C:13]([C:15]2[N:19]3[CH:20]=[CH:21][C:22]([C:24]4[O:25][CH:36]=[N:27][N:26]=4)=[CH:23][C:18]3=[N:17][CH:16]=2)=[O:14])[N:5]([CH2:28][C:29]2[CH:34]=[CH:33][CH:32]=[C:31]([CH3:35])[N:30]=2)[N:4]=1)[CH3:2]. (5) Given the reactants [CH3:1][N:2]([CH3:26])[CH2:3][CH2:4][N:5]([CH3:25])[C:6]1[S:7][C:8]2[CH:14]=[C:13]([NH:15][C:16]([C:18]3[CH:23]=[N:22][C:21](Cl)=[CH:20][N:19]=3)=[O:17])[CH:12]=[CH:11][C:9]=2[N:10]=1.[Cl:27][C:28]1[CH:33]=[C:32]([O:34][CH3:35])[CH:31]=[CH:30][C:29]=1B(O)O, predict the reaction product. The product is: [CH3:1][N:2]([CH3:26])[CH2:3][CH2:4][N:5]([CH3:25])[C:6]1[S:7][C:8]2[CH:14]=[C:13]([NH:15][C:16]([C:18]3[CH:23]=[N:22][C:21]([C:29]4[CH:30]=[CH:31][C:32]([O:34][CH3:35])=[CH:33][C:28]=4[Cl:27])=[CH:20][N:19]=3)=[O:17])[CH:12]=[CH:11][C:9]=2[N:10]=1.